This data is from Catalyst prediction with 721,799 reactions and 888 catalyst types from USPTO. The task is: Predict which catalyst facilitates the given reaction. (1) The catalyst class is: 1. Reactant: [I-].[CH3:2][C:3]([CH3:34])([O:5][C:6]([N:8]1[CH2:13][CH2:12][CH:11]([CH2:14][P+](C2C=CC=CC=2)(C2C=CC=CC=2)C2C=CC=CC=2)[CH2:10][CH2:9]1)=[O:7])[CH3:4].[Li+].C[Si]([N-][Si](C)(C)C)(C)C.[CH3:45][S:46][C:47]1[CH:48]=[CH:49][C:50]2[O:54][C:53]([CH:55]=O)=[CH:52][C:51]=2[CH:57]=1. Product: [C:3]([O:5][C:6]([N:8]1[CH2:9][CH2:10][CH:11]([CH:14]=[CH:55][C:53]2[O:54][C:50]3[CH:49]=[CH:48][C:47]([S:46][CH3:45])=[CH:57][C:51]=3[CH:52]=2)[CH2:12][CH2:13]1)=[O:7])([CH3:2])([CH3:4])[CH3:34]. (2) The catalyst class is: 3. Product: [CH2:28]([O:27][C:25]([N:11]1[CH:10]([C:12]([OH:14])=[O:13])[CH2:9][S:8][CH:7]1[C:3]1[N:2]([CH3:1])[CH:6]=[CH:5][N:4]=1)=[O:26])[C:29]1[CH:34]=[CH:33][CH:32]=[CH:31][CH:30]=1. Reactant: [CH3:1][N:2]1[CH:6]=[CH:5][N:4]=[C:3]1[C@@H:7]1[NH:11][CH:10]([C:12]([OH:14])=[O:13])[CH2:9][S:8]1.CCN(C(C)C)C(C)C.Cl[C:25]([O:27][CH2:28][C:29]1[CH:34]=[CH:33][CH:32]=[CH:31][CH:30]=1)=[O:26]. (3) Reactant: [Cl:1][C:2]1[C:3]([C:31]2[CH:36]=[CH:35][CH:34]=[C:33]([CH:37]([CH3:39])[CH3:38])[CH:32]=2)=[C:4]([C:8]([C@@H:18]2[CH2:23][CH2:22][CH2:21][N:20](C(OC(C)(C)C)=O)[CH2:19]2)([OH:17])[CH2:9][CH2:10][CH2:11][NH:12][C:13]([O:15][CH3:16])=[O:14])[CH:5]=[N:6][CH:7]=1.FC(F)(F)C(O)=O. Product: [Cl:1][C:2]1[C:3]([C:31]2[CH:36]=[CH:35][CH:34]=[C:33]([CH:37]([CH3:39])[CH3:38])[CH:32]=2)=[C:4]([C:8]([OH:17])([C@@H:18]2[CH2:23][CH2:22][CH2:21][NH:20][CH2:19]2)[CH2:9][CH2:10][CH2:11][NH:12][C:13](=[O:14])[O:15][CH3:16])[CH:5]=[N:6][CH:7]=1. The catalyst class is: 2. (4) Reactant: Br[C:2]1[CH:3]=[CH:4][C:5]2[C:15]3[C:10](=[CH:11][N:12]=[CH:13][CH:14]=3)[C:9]([CH3:17])([CH3:16])[O:8][C:6]=2[CH:7]=1.[C:18](=[O:25])([O:20][C:21]([CH3:24])([CH3:23])[CH3:22])[NH2:19].C([O-])([O-])=O.[Cs+].[Cs+].CC1(C)C2C(=C(P(C3C=CC=CC=3)C3C=CC=CC=3)C=CC=2)OC2C(P(C3C=CC=CC=3)C3C=CC=CC=3)=CC=CC1=2. Product: [CH3:16][C:9]1([CH3:17])[C:10]2=[CH:11][N:12]=[CH:13][CH:14]=[C:15]2[C:5]2[CH:4]=[CH:3][C:2]([NH2:19])=[CH:7][C:6]=2[O:8]1.[CH3:16][C:9]1([CH3:17])[C:10]2=[CH:11][N:12]=[CH:13][CH:14]=[C:15]2[C:5]2[CH:4]=[CH:3][C:2]([NH:19][C:18](=[O:25])[O:20][C:21]([CH3:24])([CH3:23])[CH3:22])=[CH:7][C:6]=2[O:8]1. The catalyst class is: 160. (5) Reactant: CS(O[N:6]=[C:7](Cl)[C@H:8]1[CH2:12][O:11][C:10]2([CH2:17][CH2:16][CH2:15][CH2:14][CH2:13]2)[O:9]1)(=O)=O.[N:19]1C=CC=CC=1.[S-:25][C:26]#[N:27].[Na+].BrC1C=C(OC2C(C)=NC=CC=2)C(N)=NC=1. Product: [O:9]1[C:10]2([CH2:13][CH2:14][CH2:15][CH2:16][CH2:17]2)[O:11][CH2:12][CH:8]1[C:7]1[N:6]=[C:26]([NH2:27])[S:25][N:19]=1. The catalyst class is: 10. (6) Reactant: [CH3:1][O:2][C:3](=[O:28])[C:4]1[CH:9]=[C:8]([CH:10]([C:12]2[CH:17]=[CH:16][C:15]([N:18]([C:20]3[CH:25]=[CH:24][C:23]([Cl:26])=[CH:22][CH:21]=3)[CH3:19])=[CH:14][N:13]=2)[OH:11])[CH:7]=[CH:6][C:5]=1[Br:27].C(C1C(=O)C(Cl)=C(Cl)C(=O)C=1C#N)#N. Product: [CH3:1][O:2][C:3](=[O:28])[C:4]1[CH:9]=[C:8]([C:10](=[O:11])[C:12]2[CH:17]=[CH:16][C:15]([N:18]([C:20]3[CH:25]=[CH:24][C:23]([Cl:26])=[CH:22][CH:21]=3)[CH3:19])=[CH:14][N:13]=2)[CH:7]=[CH:6][C:5]=1[Br:27]. The catalyst class is: 12. (7) Reactant: [F:1][C:2]([F:27])([O:7][C:8]1[CH:13]=[CH:12][C:11]([N:14]2[CH:18]=[N:17][C:16]([C:19]3[CH:24]=[CH:23][C:22]([CH2:25][NH2:26])=[CH:21][CH:20]=3)=[N:15]2)=[CH:10][CH:9]=1)[C:3]([F:6])([F:5])[F:4].[N:28]([C:31]1[CH:36]=[CH:35][C:34]([O:37][CH3:38])=[CH:33][C:32]=1[CH3:39])=[C:29]=[S:30]. Product: [CH3:38][O:37][C:34]1[CH:35]=[CH:36][C:31]([NH:28][C:29]([NH:26][CH2:25][C:22]2[CH:23]=[CH:24][C:19]([C:16]3[N:17]=[CH:18][N:14]([C:11]4[CH:12]=[CH:13][C:8]([O:7][C:2]([F:1])([F:27])[C:3]([F:6])([F:5])[F:4])=[CH:9][CH:10]=4)[N:15]=3)=[CH:20][CH:21]=2)=[S:30])=[C:32]([CH3:39])[CH:33]=1. The catalyst class is: 7. (8) Reactant: [CH2:1]([OH:8])[C:2]1[CH:7]=[CH:6][CH:5]=[CH:4][CH:3]=1.[H-].[Na+].[CH2:11]([O:13][C:14](=[O:23])[C:15]1[C:20](F)=[CH:19][N:18]=[C:17]([Br:22])[CH:16]=1)[CH3:12].O. Product: [CH2:11]([O:13][C:14](=[O:23])[C:15]1[C:20]([O:8][CH2:1][C:2]2[CH:7]=[CH:6][CH:5]=[CH:4][CH:3]=2)=[CH:19][N:18]=[C:17]([Br:22])[CH:16]=1)[CH3:12]. The catalyst class is: 7.